The task is: Predict the reaction yield, written as a fraction of the theoretical maximum amount of product (1.0 means a 100% yield; for example, 0.34 means a 34% yield).. This data is from Reaction yield outcomes from USPTO patents with 853,638 reactions. (1) The reactants are [NH:1]1[CH:5]=[C:4]([C@H:6]2[CH2:11][CH2:10][CH2:9][CH2:8][C@@H:7]2[OH:12])[CH:3]=[N:2]1.[CH3:13][O:14][CH2:15]Cl. The catalyst is CN(C=O)C. The product is [CH3:13][O:14][CH2:15][N:1]1[CH:5]=[C:4]([C@H:6]2[CH2:11][CH2:10][CH2:9][CH2:8][C@@H:7]2[OH:12])[CH:3]=[N:2]1. The yield is 0.730. (2) The product is [OH:15][C@@H:16]1[C@@H:20]([CH3:21])[CH2:19][C@H:18]([C:22]([O:24][CH2:25][C:26]2[CH:27]=[CH:28][CH:29]=[CH:30][CH:31]=2)=[O:23])[CH2:17]1. The reactants are [Cu]C#N.C[Li].B(F)(F)F.CCOCC.[OH:15][C@H:16]1[C@H:20]([CH3:21])[CH2:19][C@@H:18]([C:22]([O:24][CH2:25][C:26]2[CH:31]=[CH:30][CH:29]=[CH:28][CH:27]=2)=[O:23])[CH2:17]1. The catalyst is C1COCC1. The yield is 0.840. (3) The reactants are [CH3:1][C:2]1[C:7]2[N:8]3[CH:13]=[C:12]([C:14](OCC)=[O:15])[N:11]=[C:9]3[S:10][C:6]=2[CH:5]=[CH:4][CH:3]=1.[H-].[H-].[H-].[H-].[Li+].[Al+3]. No catalyst specified. The product is [CH3:1][C:2]1[C:7]2[N:8]3[CH:13]=[C:12]([CH2:14][OH:15])[N:11]=[C:9]3[S:10][C:6]=2[CH:5]=[CH:4][CH:3]=1. The yield is 0.690.